This data is from Reaction yield outcomes from USPTO patents with 853,638 reactions. The task is: Predict the reaction yield, written as a fraction of the theoretical maximum amount of product (1.0 means a 100% yield; for example, 0.34 means a 34% yield). (1) The reactants are Cl.[CH2:2]([O:4][C:5](=[O:9])[CH2:6][NH:7][CH3:8])[CH3:3].[F:10][C:11]1[CH:16]=[CH:15][CH:14]=[CH:13][C:12]=1[C:17]#[C:18][C:19]([OH:21])=O.CN1CCOCC1.CCN=C=NCCCN(C)C.Cl. The catalyst is CN(C1C=CN=CC=1)C.C(Cl)Cl. The product is [F:10][C:11]1[CH:16]=[CH:15][CH:14]=[CH:13][C:12]=1[C:17]#[C:18][C:19]([N:7]([CH2:6][C:5]([O:4][CH2:2][CH3:3])=[O:9])[CH3:8])=[O:21]. The yield is 0.770. (2) The reactants are [N-:1]=[N+:2]=[N-:3].[Na+].CS(O[CH:10]1[CH2:15][CH2:14][CH:13]([O:16][CH2:17][CH2:18][C:19]2[CH:24]=[CH:23][CH:22]=[CH:21][CH:20]=2)[CH:12]([F:25])[CH2:11]1)(=O)=O.C(=O)(O)[O-].[Na+]. The catalyst is CN(C)C=O. The product is [C:19]1([CH2:18][CH2:17][O:16][CH:13]2[CH2:14][CH2:15][CH:10]([N:1]=[N+:2]=[N-:3])[CH2:11][CH:12]2[F:25])[CH:20]=[CH:21][CH:22]=[CH:23][CH:24]=1. The yield is 0.710. (3) The reactants are [N:1]1[C:10]2[C@@H:9]([NH:11][CH2:12][CH2:13][CH2:14][CH2:15][N:16]3[C:24](=[O:25])[C:23]4[C:18](=[CH:19][CH:20]=[CH:21][CH:22]=4)[C:17]3=[O:26])[CH2:8][CH2:7][CH2:6][C:5]=2[CH:4]=[CH:3][CH:2]=1.Cl[CH2:28][C:29]1[N:33]([CH3:34])[C:32]2[CH:35]=[CH:36][CH:37]=[CH:38][C:31]=2[N:30]=1.CNC1C=CC=CC=1N.ClCC(O)=O.C(N(C(C)C)CC)(C)C.[I-].[K+]. The catalyst is C(#N)C. The product is [CH3:34][N:33]1[C:32]2[CH:35]=[CH:36][CH:37]=[CH:38][C:31]=2[N:30]=[C:29]1[CH2:28][N:11]([CH:9]1[C:10]2[N:1]=[CH:2][CH:3]=[CH:4][C:5]=2[CH2:6][CH2:7][CH2:8]1)[CH2:12][CH2:13][CH2:14][CH2:15][N:16]1[C:24](=[O:25])[C:23]2[C:18](=[CH:19][CH:20]=[CH:21][CH:22]=2)[C:17]1=[O:26]. The yield is 0.770. (4) The reactants are [Br:1][C:2]1[C:3](F)=[C:4]2[C:10]([NH:11][C:12](=[O:16])[CH2:13][O:14][CH3:15])=[CH:9][NH:8][C:5]2=[N:6][CH:7]=1.[NH:18]1[CH2:23][CH2:22][CH2:21][C@@H:20]([NH:24][C:25](=[O:31])[O:26][C:27]([CH3:30])([CH3:29])[CH3:28])[CH2:19]1. The catalyst is CCCCO. The product is [Br:1][C:2]1[C:3]([N:18]2[CH2:23][CH2:22][CH2:21][C@@H:20]([NH:24][C:25](=[O:31])[O:26][C:27]([CH3:29])([CH3:28])[CH3:30])[CH2:19]2)=[C:4]2[C:10]([NH:11][C:12](=[O:16])[CH2:13][O:14][CH3:15])=[CH:9][NH:8][C:5]2=[N:6][CH:7]=1. The yield is 0.320.